Dataset: Forward reaction prediction with 1.9M reactions from USPTO patents (1976-2016). Task: Predict the product of the given reaction. (1) Given the reactants [CH3:1][C:2]1[CH:3]=[C:4]2[C:10]([C:11]3[C:16]([C:17]#[N:18])=[CH:15][N:14]=[C:13](S(C)(=O)=O)[N:12]=3)=[CH:9][N:8]([S:23]([C:26]3[CH:32]=[CH:31][C:29]([CH3:30])=[CH:28][CH:27]=3)(=[O:25])=[O:24])[C:5]2=[N:6][CH:7]=1.[NH2:33][C@H:34]([CH:37]([CH3:39])[CH3:38])[CH2:35][OH:36].C(N(C(C)C)CC)(C)C, predict the reaction product. The product is: [OH:36][CH2:35][C@H:34]([NH:33][C:13]1[N:12]=[C:11]([C:10]2[C:4]3[C:5](=[N:6][CH:7]=[C:2]([CH3:1])[CH:3]=3)[N:8]([S:23]([C:26]3[CH:32]=[CH:31][C:29]([CH3:30])=[CH:28][CH:27]=3)(=[O:25])=[O:24])[CH:9]=2)[C:16]([C:17]#[N:18])=[CH:15][N:14]=1)[CH:37]([CH3:39])[CH3:38]. (2) Given the reactants [CH2:1]([S:3][C:4]1[CH:9]=[CH:8][CH:7]=[CH:6][C:5]=1[C:10]1[NH:14][C:13]2[CH:15]=[CH:16][C:17]([C:19]([F:28])([C:24]([F:27])([F:26])[F:25])[C:20]([F:23])([F:22])[F:21])=[CH:18][C:12]=2[N:11]=1)[CH3:2].[CH3:29]N(C=O)C.[H-].[Na+].IC, predict the reaction product. The product is: [CH2:1]([S:3][C:4]1[CH:9]=[CH:8][CH:7]=[CH:6][C:5]=1[C:10]1[N:11]([CH3:29])[C:12]2[CH:18]=[C:17]([C:19]([F:28])([C:20]([F:21])([F:22])[F:23])[C:24]([F:27])([F:25])[F:26])[CH:16]=[CH:15][C:13]=2[N:14]=1)[CH3:2].[CH2:1]([S:3][C:4]1[CH:9]=[CH:8][CH:7]=[CH:6][C:5]=1[C:10]1[N:14]([CH3:29])[C:13]2[CH:15]=[CH:16][C:17]([C:19]([F:28])([C:20]([F:21])([F:22])[F:23])[C:24]([F:27])([F:25])[F:26])=[CH:18][C:12]=2[N:11]=1)[CH3:2]. (3) Given the reactants [C:1]([O:5][C:6]([NH:8][CH2:9][C:10]1[C:11]([CH2:31][CH:32]([CH3:34])[CH3:33])=[N:12][C:13]([CH2:27][CH:28]([CH3:30])[CH3:29])=[C:14]([C:19]=1[C:20]1[CH:25]=[CH:24][C:23]([CH3:26])=[CH:22][CH:21]=1)[C:15](OC)=[O:16])=[O:7])([CH3:4])([CH3:3])[CH3:2].C1(C)C=CC=CC=1.[H-].C([Al+]CC(C)C)C(C)C.CO.O.O.O.O.O.O.O.O.O.O.S([O-])([O-])(=O)=O.[Na+].[Na+], predict the reaction product. The product is: [OH:16][CH2:15][C:14]1[C:19]([C:20]2[CH:21]=[CH:22][C:23]([CH3:26])=[CH:24][CH:25]=2)=[C:10]([CH2:9][NH:8][C:6](=[O:7])[O:5][C:1]([CH3:3])([CH3:4])[CH3:2])[C:11]([CH2:31][CH:32]([CH3:34])[CH3:33])=[N:12][C:13]=1[CH2:27][CH:28]([CH3:29])[CH3:30]. (4) Given the reactants [Cl:1][C:2]1[C:11]2[C:6](=[CH:7][C:8]([O:14][CH2:15][CH2:16][CH2:17][N:18]3[CH2:22][CH2:21][CH2:20][CH2:19]3)=[C:9]([C:12]#[N:13])[CH:10]=2)[N:5]=[CH:4][CH:3]=1.ClC1C2C(=CC(O)=C(C#N)C=2)[N:27]=[CH:26]C=1.OCCCN1CCN(C)CC1, predict the reaction product. The product is: [Cl:1][C:2]1[C:11]2[C:6](=[CH:7][C:8]([O:14][CH2:15][CH2:16][CH2:17][N:18]3[CH2:22][CH2:21][N:27]([CH3:26])[CH2:20][CH2:19]3)=[C:9]([C:12]#[N:13])[CH:10]=2)[N:5]=[CH:4][CH:3]=1. (5) Given the reactants [Br:1][C:2]1[C:7]([NH:8][CH2:9][CH2:10][CH2:11][CH:12]=[CH2:13])=[CH:6][CH:5]=[CH:4][N:3]=1.[CH3:14][C:15]([O:18][C:19](O[C:19]([O:18][C:15]([CH3:17])([CH3:16])[CH3:14])=[O:20])=[O:20])([CH3:17])[CH3:16], predict the reaction product. The product is: [Br:1][C:2]1[C:7]([N:8]([CH2:9][CH2:10][CH2:11][CH:12]=[CH2:13])[C:19](=[O:20])[O:18][C:15]([CH3:17])([CH3:16])[CH3:14])=[CH:6][CH:5]=[CH:4][N:3]=1.